From a dataset of Reaction yield outcomes from USPTO patents with 853,638 reactions. Predict the reaction yield, written as a fraction of the theoretical maximum amount of product (1.0 means a 100% yield; for example, 0.34 means a 34% yield). (1) The reactants are [Br:1][C:2]1[CH:3]=[N:4][C:5](=[O:18])[N:6]([CH2:8][CH2:9][O:10][Si](C(C)(C)C)(C)C)[CH:7]=1.O1CCCC1. No catalyst specified. The product is [Br:1][C:2]1[CH:3]=[N:4][C:5](=[O:18])[N:6]([CH2:8][CH2:9][OH:10])[CH:7]=1. The yield is 0.600. (2) The reactants are [CH3:1][C:2]1[C:10]2[C:5](=[CH:6][CH:7]=[C:8]([C:11](O)=O)[CH:9]=2)[NH:4][N:3]=1.[NH2:14][NH:15][C:16]([NH2:18])=[S:17].[OH-].[K+]. No catalyst specified. The product is [CH3:1][C:2]1[C:10]2[C:5](=[CH:6][CH:7]=[C:8]([C:11]3[S:17][C:16]([NH2:18])=[N:15][N:14]=3)[CH:9]=2)[NH:4][N:3]=1. The yield is 0.530. (3) The reactants are Br[C:2]1[CH:3]=[C:4]2[C:10]([C:11]3[CH:16]=[CH:15][CH:14]=[CH:13][C:12]=3[O:17][CH3:18])=[N:9][N:8]([CH2:19][O:20][CH2:21][CH2:22][O:23][CH3:24])[C:5]2=[N:6][CH:7]=1.[CH3:25][O:26][C:27]([C:29]1[CH:30]=[C:31](B(O)O)[CH:32]=[CH:33][CH:34]=1)=[O:28].C(=O)([O-])[O-].[Na+].[Na+].C(OCC)(=O)C. The catalyst is C(#N)C.O. The product is [CH3:25][O:26][C:27](=[O:28])[C:29]1[CH:30]=[CH:31][CH:32]=[C:33]([C:2]2[CH:3]=[C:4]3[C:10]([C:11]4[CH:16]=[CH:15][CH:14]=[CH:13][C:12]=4[O:17][CH3:18])=[N:9][N:8]([CH2:19][O:20][CH2:21][CH2:22][O:23][CH3:24])[C:5]3=[N:6][CH:7]=2)[CH:34]=1. The yield is 1.00. (4) The reactants are N([O-])=O.[Na+].[CH2:5]([C:7]1[CH:12]=[CH:11][C:10](N)=[CH:9][C:8]=1[N+:14]([O-:16])=[O:15])[CH3:6].[ClH:17].NC(N)=O. The catalyst is O. The product is [Cl:17][C:10]1[CH:11]=[CH:12][C:7]([CH2:5][CH3:6])=[C:8]([N+:14]([O-:16])=[O:15])[CH:9]=1. The yield is 0.900. (5) The reactants are [Cl:1][C:2]1[N:11]=[C:10](Cl)[C:9]2[CH2:8][CH2:7][CH2:6][CH:5]([C:13]3[CH:18]=[CH:17][C:16]([F:19])=[CH:15][CH:14]=3)[C:4]=2[N:3]=1.[CH3:20][NH:21][CH3:22]. The catalyst is CO. The product is [Cl:1][C:2]1[N:11]=[C:10]([N:21]([CH3:22])[CH3:20])[C:9]2[CH2:8][CH2:7][CH2:6][CH:5]([C:13]3[CH:18]=[CH:17][C:16]([F:19])=[CH:15][CH:14]=3)[C:4]=2[N:3]=1. The yield is 1.00. (6) The reactants are [O:1]1[C:7]2[N:8]=[C:9]([C:12]([O:14][CH:15]([CH3:17])[CH3:16])=[O:13])[CH:10]=[CH:11][C:6]=2[CH2:5][NH:4][CH2:3][CH2:2]1.CCN(CC)CC.[N:25]([C:28]1[CH:33]=[CH:32][C:31]([O:34][CH3:35])=[CH:30][CH:29]=1)=[C:26]=[O:27]. The catalyst is C(Cl)Cl. The product is [CH3:35][O:34][C:31]1[CH:32]=[CH:33][C:28]([NH:25][C:26]([N:4]2[CH2:5][C:6]3[CH:11]=[CH:10][C:9]([C:12]([O:14][CH:15]([CH3:17])[CH3:16])=[O:13])=[N:8][C:7]=3[O:1][CH2:2][CH2:3]2)=[O:27])=[CH:29][CH:30]=1. The yield is 0.860.